Dataset: Catalyst prediction with 721,799 reactions and 888 catalyst types from USPTO. Task: Predict which catalyst facilitates the given reaction. Reactant: [NH2:1][C:2]1[CH:6]=[CH:5][N:4]([C:7]2[CH:12]=[CH:11][C:10](Br)=[CH:9][CH:8]=2)[C:3]=1[C:14]([O:16][CH2:17][CH3:18])=[O:15].[CH3:19][C:20]1([CH3:36])[C:24]([CH3:26])([CH3:25])[O:23][B:22]([B:22]2[O:23][C:24]([CH3:26])([CH3:25])[C:20]([CH3:36])([CH3:19])[O:21]2)[O:21]1.C([O-])(=O)C.[K+]. Product: [NH2:1][C:2]1[CH:6]=[CH:5][N:4]([C:7]2[CH:12]=[CH:11][C:10]([B:22]3[O:23][C:24]([CH3:26])([CH3:25])[C:20]([CH3:36])([CH3:19])[O:21]3)=[CH:9][CH:8]=2)[C:3]=1[C:14]([O:16][CH2:17][CH3:18])=[O:15]. The catalyst class is: 75.